This data is from Reaction yield outcomes from USPTO patents with 853,638 reactions. The task is: Predict the reaction yield, written as a fraction of the theoretical maximum amount of product (1.0 means a 100% yield; for example, 0.34 means a 34% yield). (1) The reactants are [CH2:1]([C:3]1[CH:4]=[N:5][C:6]([N:9]2[CH2:14][CH2:13][N:12](C(OC(C)(C)C)=O)[CH2:11][CH2:10]2)=[N:7][CH:8]=1)[CH3:2].[ClH:22]. The catalyst is C(OCC)(=O)C. The product is [ClH:22].[CH2:1]([C:3]1[CH:8]=[N:7][C:6]([N:9]2[CH2:10][CH2:11][NH:12][CH2:13][CH2:14]2)=[N:5][CH:4]=1)[CH3:2]. The yield is 0.990. (2) The reactants are NC1C=CC([C:8]2[C:13]([S:14]([NH2:17])(=[O:16])=[O:15])=[CH:12][CH:11]=[C:10]([NH2:18])[CH:9]=2)=CC=1.[F:19][C:20]([F:31])([F:30])[C:21]1[CH:26]=[CH:25][C:24]([N:27]=[C:28]=[O:29])=[CH:23][CH:22]=1.[K+].[Br-].NC(N)=O. No catalyst specified. The product is [F:19][C:20]([F:30])([F:31])[C:21]1[CH:22]=[CH:23][C:24]([NH:27][C:28]([NH:18][C:10]2[CH:9]=[CH:8][C:13]([S:14]([NH2:17])(=[O:15])=[O:16])=[CH:12][CH:11]=2)=[O:29])=[CH:25][CH:26]=1. The yield is 0.961. (3) The reactants are Cl.[CH:2]12[CH2:13][CH:9]([CH2:10][NH:11][CH2:12]1)[C:8]1[CH:7]=[CH:6][CH:5]=[CH:4][C:3]2=1.N1C=CC=CC=1.[F:20][C:21]([F:32])([F:31])[C:22](O[C:22](=[O:23])[C:21]([F:32])([F:31])[F:20])=[O:23].Cl. The catalyst is C(Cl)Cl. The product is [CH:2]12[CH2:13][CH:9]([CH2:10][N:11]([C:22](=[O:23])[C:21]([F:32])([F:31])[F:20])[CH2:12]1)[C:8]1[CH:7]=[CH:6][CH:5]=[CH:4][C:3]2=1. The yield is 0.940. (4) The reactants are CC(C)([O-])C.[K+].[C:7]([NH:11][S:12]([CH2:15][C:16]1[CH:21]=[CH:20][CH:19]=[CH:18][CH:17]=1)(=[O:14])=[O:13])([CH3:10])([CH3:9])[CH3:8].[C:22](OCC)(=[O:28])[C:23](OCC)=[O:24].Cl. The catalyst is C1COCC1. The product is [C:7]([N:11]1[C:23](=[O:24])[C:22]([OH:28])=[C:15]([C:16]2[CH:21]=[CH:20][CH:19]=[CH:18][CH:17]=2)[S:12]1(=[O:14])=[O:13])([CH3:10])([CH3:8])[CH3:9]. The yield is 0.630. (5) The reactants are [F:1][C:2]1[CH:3]=[CH:4][C:5]([CH3:19])=[C:6]([C:8]2[CH:17]=[C:16]3[C:11]([CH:12]=[C:13]([NH2:18])[N:14]=[CH:15]3)=[CH:10][CH:9]=2)[CH:7]=1.[CH3:20][S:21](Cl)(=[O:23])=[O:22].O. The catalyst is N1C=CC=CC=1. The product is [F:1][C:2]1[CH:3]=[CH:4][C:5]([CH3:19])=[C:6]([C:8]2[CH:17]=[C:16]3[C:11]([CH:12]=[C:13]([NH:18][S:21]([CH3:20])(=[O:23])=[O:22])[N:14]=[CH:15]3)=[CH:10][CH:9]=2)[CH:7]=1. The yield is 0.410. (6) The reactants are [C:1]([C@H:5]1[CH2:10][CH2:9][C@H:8]([O:11][C:12]2[CH:13]=[C:14]3[C:19](=[CH:20][CH:21]=2)[CH:18]=[C:17]([CH:22]=O)[CH:16]=[CH:15]3)[CH2:7][CH2:6]1)([CH3:4])([CH3:3])[CH3:2].[NH2:24][CH2:25][CH2:26][C:27]([NH:29][S:30]([CH3:33])(=[O:32])=[O:31])=[O:28].[BH3-]C#N.[Na+]. The catalyst is CCO. The product is [C:1]([C@H:5]1[CH2:6][CH2:7][C@H:8]([O:11][C:12]2[CH:21]=[C:20]3[C:15](=[CH:14][CH:13]=2)[CH:16]=[C:17]([CH2:22][NH:24][CH2:25][CH2:26][C:27]([NH:29][S:30]([CH3:33])(=[O:32])=[O:31])=[O:28])[CH:18]=[CH:19]3)[CH2:9][CH2:10]1)([CH3:3])([CH3:2])[CH3:4]. The yield is 0.140. (7) The reactants are Cl[C:2]1[CH:3]=[C:4]([CH:7]=[CH:8][C:9]=1[NH2:10])[O:5][CH3:6].[C:11]([O:14]C(=O)C)(=O)[CH3:12].CCCCCC.C(Cl)[Cl:25]. No catalyst specified. The product is [Cl:25][C:3]1[CH:2]=[C:9]([NH:10][C:11](=[O:14])[CH3:12])[CH:8]=[CH:7][C:4]=1[O:5][CH3:6]. The yield is 0.890. (8) The reactants are [OH:1][CH:2]([CH3:45])[C:3]([CH3:44])([CH3:43])[O:4][C:5]1[CH:10]=[CH:9][C:8]([N:11]2[C:16](=[O:17])[C:15]([CH2:18][C:19]3[CH:24]=[CH:23][C:22]([C:25]4[CH:30]=[CH:29][CH:28]=[CH:27][C:26]=4[C:31]4[NH:35][C:34](=[O:36])[O:33][N:32]=4)=[CH:21][CH:20]=3)=[C:14]([CH2:37][CH2:38][CH3:39])[N:13]3[N:40]=[CH:41][N:42]=[C:12]23)=[CH:7][CH:6]=1.CC(OI1(OC(C)=O)(OC(C)=O)OC(=O)C2C1=CC=CC=2)=O.C(OCC)(=O)C.S([O-])([O-])(=O)=S.[Na+].[Na+]. The catalyst is C(Cl)Cl.O. The product is [CH3:44][C:3]([CH3:43])([O:4][C:5]1[CH:10]=[CH:9][C:8]([N:11]2[C:16](=[O:17])[C:15]([CH2:18][C:19]3[CH:20]=[CH:21][C:22]([C:25]4[CH:30]=[CH:29][CH:28]=[CH:27][C:26]=4[C:31]4[NH:35][C:34](=[O:36])[O:33][N:32]=4)=[CH:23][CH:24]=3)=[C:14]([CH2:37][CH2:38][CH3:39])[N:13]3[N:40]=[CH:41][N:42]=[C:12]23)=[CH:7][CH:6]=1)[C:2](=[O:1])[CH3:45]. The yield is 0.850. (9) The reactants are C(=O)([O-])[O-].[K+].[K+].S([O:12][CH3:13])(OC)(=O)=O.[CH2:14]([O:21][C:22]1[C:31]([CH:32]([CH3:34])[CH3:33])=[CH:30][C:25]([C:26]([O:28][CH3:29])=[O:27])=[C:24](O)[CH:23]=1)[C:15]1[CH:20]=[CH:19][CH:18]=[CH:17][CH:16]=1. The product is [CH2:14]([O:21][C:22]1[C:31]([CH:32]([CH3:34])[CH3:33])=[CH:30][C:25]([C:26]([O:28][CH3:29])=[O:27])=[C:24]([O:12][CH3:13])[CH:23]=1)[C:15]1[CH:20]=[CH:19][CH:18]=[CH:17][CH:16]=1. The yield is 0.950. The catalyst is C(#N)C.